From a dataset of Catalyst prediction with 721,799 reactions and 888 catalyst types from USPTO. Predict which catalyst facilitates the given reaction. (1) Reactant: [CH3:1][N:2]1[CH:6]=[C:5]([N+:7]([O-:9])=[O:8])[CH:4]=[C:3]1[CH:10]=[O:11].B.O1CCCC1. Product: [OH:11][CH2:10][C:3]1[N:2]([CH3:1])[CH:6]=[C:5]([N+:7]([O-:9])=[O:8])[CH:4]=1. The catalyst class is: 7. (2) Product: [CH2:70]([O:72][C:73](=[O:96])[CH2:74][N:75]([C:77](=[O:95])[C@@H:78]([NH:94][C:27](=[O:28])[C@@H:2]([NH:1][C:30]([O:32][C:33]([CH3:36])([CH3:35])[CH3:34])=[O:31])[CH2:3][CH2:4][CH2:5][NH:6]/[C:7](/[NH2:26])=[N:8]\[S:9]([C:12]1[C:13]([CH3:14])=[C:15]([CH3:16])[C:17]2[O:18][C:19]([CH3:21])([CH3:20])[CH2:22][C:23]=2[C:24]=1[CH3:25])(=[O:11])=[O:10])[CH2:79][N:80]([CH3:93])[S:81]([C:84]1[CH:89]=[CH:88][CH:87]=[CH:86][C:85]=1[N+:90]([O-:92])=[O:91])(=[O:83])=[O:82])[CH3:76])[CH3:71]. Reactant: [NH:1]([C:30]([O:32][C:33]([CH3:36])([CH3:35])[CH3:34])=[O:31])[C@H:2]([C:27](O)=[O:28])[CH2:3][CH2:4][CH2:5][NH:6][C:7](=[NH:26])[NH:8][S:9]([C:12]1[C:24]([CH3:25])=[C:23]2[C:17]([O:18][C:19]([CH2:22]2)([CH3:21])[CH3:20])=[C:15]([CH3:16])[C:13]=1[CH3:14])(=[O:11])=[O:10].CCN(C(C)C)C(C)C.CN(C(ON1N=NC2C=CC=NC1=2)=[N+](C)C)C.F[P-](F)(F)(F)(F)F.[CH2:70]([O:72][C:73](=[O:96])[CH2:74][N:75]([C:77](=[O:95])[C@@H:78]([NH2:94])[CH2:79][N:80]([CH3:93])[S:81]([C:84]1[CH:89]=[CH:88][CH:87]=[CH:86][C:85]=1[N+:90]([O-:92])=[O:91])(=[O:83])=[O:82])[CH3:76])[CH3:71]. The catalyst class is: 3.